Dataset: Forward reaction prediction with 1.9M reactions from USPTO patents (1976-2016). Task: Predict the product of the given reaction. (1) Given the reactants [NH2:1][C:2]1[C:3]([NH:16][C@@H:17]2[CH2:22][CH2:21][C@H:20]([C:23]([NH2:25])=[O:24])[CH2:19][CH2:18]2)=[N:4][C:5]([NH:8][C@@H:9]2[CH2:13][CH2:12][C:11]([F:15])([F:14])[CH2:10]2)=[N:6][CH:7]=1.[Cl:26][C:27]1[CH:32]=[C:31]([Cl:33])[CH:30]=[C:29]([F:34])[C:28]=1[N:35]=[C:36]=S.CC(C)N=C=NC(C)C, predict the reaction product. The product is: [Cl:26][C:27]1[CH:32]=[C:31]([Cl:33])[CH:30]=[C:29]([F:34])[C:28]=1[NH:35][C:36]1[N:16]([C@@H:17]2[CH2:18][CH2:19][C@H:20]([C:23]([NH2:25])=[O:24])[CH2:21][CH2:22]2)[C:3]2[C:2]([N:1]=1)=[CH:7][N:6]=[C:5]([NH:8][C@@H:9]1[CH2:13][CH2:12][C:11]([F:15])([F:14])[CH2:10]1)[N:4]=2. (2) Given the reactants OS(O)(=O)=O.[C:6]([C:10]1[CH:16]=[CH:15][C:14]([N+:17]([O-:19])=[O:18])=[CH:13][C:11]=1N)([CH3:9])([CH3:8])[CH3:7].NC1C=CC=CC=1.N([O-])=[O:28].[Na+].NC(N)=O, predict the reaction product. The product is: [C:6]([C:10]1[CH:16]=[CH:15][C:14]([N+:17]([O-:19])=[O:18])=[CH:13][C:11]=1[OH:28])([CH3:9])([CH3:8])[CH3:7]. (3) Given the reactants [C:1]([C:3]([C:6]1[CH:7]=[C:8]([CH:29]=[CH:30][CH:31]=1)[C:9]([NH:11][C:12]1[CH:17]=[C:16]([O:18][C:19]2[CH:24]=[CH:23][C:22]([N+:25]([O-])=O)=[CH:21][N:20]=2)[CH:15]=[CH:14][C:13]=1[CH3:28])=[O:10])([CH3:5])[CH3:4])#[N:2].[Cl-].[Ca+2].[Cl-].O, predict the reaction product. The product is: [NH2:25][C:22]1[CH:23]=[CH:24][C:19]([O:18][C:16]2[CH:15]=[CH:14][C:13]([CH3:28])=[C:12]([NH:11][C:9](=[O:10])[C:8]3[CH:29]=[CH:30][CH:31]=[C:6]([C:3]([C:1]#[N:2])([CH3:4])[CH3:5])[CH:7]=3)[CH:17]=2)=[N:20][CH:21]=1. (4) Given the reactants [CH2:1]([O:3][C:4]([C:6]1[N:7]([S:12]([CH3:15])(=[O:14])=[O:13])[CH:8]=[C:9]([NH2:11])[CH:10]=1)=[O:5])[CH3:2].[F:16][C:17]1[C:24]([F:25])=[CH:23][CH:22]=[CH:21][C:18]=1[CH:19]=O.CC1C=CC(S(O)(=O)=O)=CC=1, predict the reaction product. The product is: [CH2:1]([O:3][C:4]([C:6]1[N:7]([S:12]([CH3:15])(=[O:14])=[O:13])[CH:8]=[C:9]([N:11]=[CH:19][C:18]2[CH:21]=[CH:22][CH:23]=[C:24]([F:25])[C:17]=2[F:16])[CH:10]=1)=[O:5])[CH3:2]. (5) Given the reactants [O:1]1[C:5]2[CH:6]=[CH:7][C:8]([NH:10][C:11](=[O:34])[NH:12][C:13]3[N:17]([C:18]4[CH:19]=[C:20]([CH2:24][C:25](OCC)=[O:26])[CH:21]=[CH:22][CH:23]=4)[N:16]=[C:15]([C:30]([CH3:33])([CH3:32])[CH3:31])[CH:14]=3)=[CH:9][C:4]=2[O:3][CH2:2]1.[NH3:35], predict the reaction product. The product is: [NH2:35][C:25](=[O:26])[CH2:24][C:20]1[CH:19]=[C:18]([N:17]2[C:13]([NH:12][C:11]([NH:10][C:8]3[CH:7]=[CH:6][C:5]4[O:1][CH2:2][O:3][C:4]=4[CH:9]=3)=[O:34])=[CH:14][C:15]([C:30]([CH3:31])([CH3:32])[CH3:33])=[N:16]2)[CH:23]=[CH:22][CH:21]=1. (6) Given the reactants [CH2:1]([O:3][C:4]1[C:5]([F:13])=[C:6](B(O)O)[CH:7]=[CH:8][CH:9]=1)[CH3:2].C(O)(=[O:16])C.OO, predict the reaction product. The product is: [CH2:1]([O:3][C:4]1[C:5]([F:13])=[C:6]([OH:16])[CH:7]=[CH:8][CH:9]=1)[CH3:2].